From a dataset of Forward reaction prediction with 1.9M reactions from USPTO patents (1976-2016). Predict the product of the given reaction. Given the reactants [C:1]([C@H:5]1[CH2:10][CH2:9][C@H:8]([O:11][C:12]2[C:21]3[C:16](=[CH:17][C:18](I)=[CH:19][CH:20]=3)[CH:15]=[CH:14][CH:13]=2)[CH2:7][CH2:6]1)([CH3:4])([CH3:3])[CH3:2].[Li]CCCC.CN([CH:31]=[O:32])C, predict the reaction product. The product is: [C:1]([C@H:5]1[CH2:10][CH2:9][C@H:8]([O:11][C:12]2[CH:13]=[CH:14][CH:15]=[C:16]3[C:21]=2[CH:20]=[CH:19][C:18]([CH:31]=[O:32])=[CH:17]3)[CH2:7][CH2:6]1)([CH3:4])([CH3:3])[CH3:2].